Dataset: NCI-60 drug combinations with 297,098 pairs across 59 cell lines. Task: Regression. Given two drug SMILES strings and cell line genomic features, predict the synergy score measuring deviation from expected non-interaction effect. (1) Cell line: OVCAR-8. Drug 1: CC12CCC3C(C1CCC2O)C(CC4=C3C=CC(=C4)O)CCCCCCCCCS(=O)CCCC(C(F)(F)F)(F)F. Drug 2: CN(CC1=CN=C2C(=N1)C(=NC(=N2)N)N)C3=CC=C(C=C3)C(=O)NC(CCC(=O)O)C(=O)O. Synergy scores: CSS=28.6, Synergy_ZIP=-7.15, Synergy_Bliss=-14.3, Synergy_Loewe=-49.4, Synergy_HSA=-14.3. (2) Drug 1: CC1C(C(=O)NC(C(=O)N2CCCC2C(=O)N(CC(=O)N(C(C(=O)O1)C(C)C)C)C)C(C)C)NC(=O)C3=C4C(=C(C=C3)C)OC5=C(C(=O)C(=C(C5=N4)C(=O)NC6C(OC(=O)C(N(C(=O)CN(C(=O)C7CCCN7C(=O)C(NC6=O)C(C)C)C)C)C(C)C)C)N)C. Drug 2: C(CC(=O)O)C(=O)CN.Cl. Cell line: SK-OV-3. Synergy scores: CSS=22.2, Synergy_ZIP=-8.32, Synergy_Bliss=-2.33, Synergy_Loewe=-24.9, Synergy_HSA=-0.849. (3) Drug 1: CC1=C(C=C(C=C1)NC2=NC=CC(=N2)N(C)C3=CC4=NN(C(=C4C=C3)C)C)S(=O)(=O)N.Cl. Drug 2: CC12CCC3C(C1CCC2O)C(CC4=C3C=CC(=C4)O)CCCCCCCCCS(=O)CCCC(C(F)(F)F)(F)F. Cell line: HCT-15. Synergy scores: CSS=4.35, Synergy_ZIP=-0.539, Synergy_Bliss=1.29, Synergy_Loewe=-4.06, Synergy_HSA=-1.20. (4) Drug 1: C1=NC2=C(N=C(N=C2N1C3C(C(C(O3)CO)O)F)Cl)N. Drug 2: CC1C(C(CC(O1)OC2CC(CC3=C2C(=C4C(=C3O)C(=O)C5=C(C4=O)C(=CC=C5)OC)O)(C(=O)CO)O)N)O.Cl. Cell line: HCC-2998. Synergy scores: CSS=42.7, Synergy_ZIP=-1.21, Synergy_Bliss=2.78, Synergy_Loewe=-3.36, Synergy_HSA=2.20. (5) Drug 1: CC1C(C(CC(O1)OC2CC(CC3=C2C(=C4C(=C3O)C(=O)C5=C(C4=O)C(=CC=C5)OC)O)(C(=O)C)O)N)O.Cl. Drug 2: C1CC(=O)NC(=O)C1N2C(=O)C3=CC=CC=C3C2=O. Cell line: DU-145. Synergy scores: CSS=16.8, Synergy_ZIP=2.27, Synergy_Bliss=6.58, Synergy_Loewe=-12.7, Synergy_HSA=5.70. (6) Drug 1: CCCCCOC(=O)NC1=NC(=O)N(C=C1F)C2C(C(C(O2)C)O)O. Drug 2: CS(=O)(=O)OCCCCOS(=O)(=O)C. Cell line: SK-MEL-28. Synergy scores: CSS=0.753, Synergy_ZIP=0.608, Synergy_Bliss=0.188, Synergy_Loewe=-2.07, Synergy_HSA=-1.87. (7) Drug 1: CCCS(=O)(=O)NC1=C(C(=C(C=C1)F)C(=O)C2=CNC3=C2C=C(C=N3)C4=CC=C(C=C4)Cl)F. Drug 2: COC1=NC(=NC2=C1N=CN2C3C(C(C(O3)CO)O)O)N. Cell line: LOX IMVI. Synergy scores: CSS=29.6, Synergy_ZIP=1.89, Synergy_Bliss=0.290, Synergy_Loewe=-21.6, Synergy_HSA=-0.103.